Dataset: Reaction yield outcomes from USPTO patents with 853,638 reactions. Task: Predict the reaction yield, written as a fraction of the theoretical maximum amount of product (1.0 means a 100% yield; for example, 0.34 means a 34% yield). (1) The reactants are [CH3:1][O:2][C:3]1[CH:4]=[C:5](B(O)O)[CH:6]=[CH:7][CH:8]=1.[CH:12](=[O:17])/[CH:13]=[CH:14]/[CH2:15][CH3:16].CN1CCOCC1. The catalyst is C1(C2[C@H]3CC[C@@H](C=2)C(C2C=CC=CC=2)=C3)C=CC=CC=1.CO. The product is [CH3:1][O:2][C:3]1[CH:4]=[C:5]([C@H:14]([CH2:15][CH3:16])[CH2:13][CH:12]=[O:17])[CH:6]=[CH:7][CH:8]=1. The yield is 0.650. (2) The reactants are [CH3:1][S:2]([C:5]1[CH:6]=[C:7]([CH2:16]O)[CH:8]=[C:9]2[C:14]=1[N:13]=[CH:12][C:11]([CH3:15])=[CH:10]2)(=[O:4])=[O:3].O=S(Cl)[Cl:20]. No catalyst specified. The product is [Cl:20][CH2:16][C:7]1[CH:8]=[C:9]2[C:14](=[C:5]([S:2]([CH3:1])(=[O:4])=[O:3])[CH:6]=1)[N:13]=[CH:12][C:11]([CH3:15])=[CH:10]2. The yield is 0.960. (3) The reactants are C(OC([N:8]1[CH2:13][CH2:12][N:11]([C:14](=[O:21])[C:15]2[CH:20]=[CH:19][CH:18]=[CH:17][CH:16]=2)[CH2:10][CH2:9]1)=O)(C)(C)C.C(O)(C(F)(F)F)=O. The yield is 0.530. The catalyst is ClCCl. The product is [C:15]1([C:14]([N:11]2[CH2:10][CH2:9][NH:8][CH2:13][CH2:12]2)=[O:21])[CH:16]=[CH:17][CH:18]=[CH:19][CH:20]=1. (4) The catalyst is ClCCl. The product is [F:1][C:2]1[C:24]([F:25])=[CH:23][CH:22]=[CH:21][C:3]=1[CH2:4][N:5]1[C:9]2=[N:10][C:11]([CH3:20])=[C:12]([CH2:15][OH:16])[C:13]([I:14])=[C:8]2[CH:7]=[CH:6]1. The yield is 0.900. The reactants are [F:1][C:2]1[C:24]([F:25])=[CH:23][CH:22]=[CH:21][C:3]=1[CH2:4][N:5]1[C:9]2=[N:10][C:11]([CH3:20])=[C:12]([C:15](OCC)=[O:16])[C:13]([I:14])=[C:8]2[CH:7]=[CH:6]1.CC(C[AlH]CC(C)C)C.O.[OH-].[Na+].O. (5) The reactants are [H-].[H-].[H-].[H-].[Li+].[Al+3].[C:7](O)(=[O:27])[CH2:8][CH2:9][CH2:10]/[CH:11]=[CH:12]\[CH2:13]/[CH:14]=[CH:15]\[CH2:16]/[CH:17]=[CH:18]\[CH2:19]/[CH:20]=[CH:21]\[CH2:22][CH2:23][CH2:24][CH2:25][CH3:26].O.[OH-].[Na+]. The catalyst is C1COCC1. The product is [CH2:7]([OH:27])[CH2:8][CH2:9][CH2:10]/[CH:11]=[CH:12]\[CH2:13]/[CH:14]=[CH:15]\[CH2:16]/[CH:17]=[CH:18]\[CH2:19]/[CH:20]=[CH:21]\[CH2:22][CH2:23][CH2:24][CH2:25][CH3:26]. The yield is 0.990.